This data is from Forward reaction prediction with 1.9M reactions from USPTO patents (1976-2016). The task is: Predict the product of the given reaction. (1) Given the reactants [NH2:1][C@H:2]([C:4]1[N:9]([C:10]2[CH:15]=[CH:14][CH:13]=[CH:12][CH:11]=2)[C:8](=[O:16])[C:7]2=[C:17]([CH3:20])[CH:18]=[CH:19][N:6]2[N:5]=1)[CH3:3].[NH2:21][C:22]1[C:27]([C:28]([NH:30][CH2:31][C:32]2[CH:37]=[CH:36][CH:35]=[C:34]([O:38][CH3:39])[CH:33]=2)=[O:29])=[C:26](Cl)[N:25]=[CH:24][N:23]=1.CCN(C(C)C)C(C)C.[F-].[Cs+], predict the reaction product. The product is: [NH2:21][C:22]1[C:27]([C:28]([NH:30][CH2:31][C:32]2[CH:37]=[CH:36][CH:35]=[C:34]([O:38][CH3:39])[CH:33]=2)=[O:29])=[C:26]([NH:1][C@H:2]([C:4]2[N:9]([C:10]3[CH:15]=[CH:14][CH:13]=[CH:12][CH:11]=3)[C:8](=[O:16])[C:7]3=[C:17]([CH3:20])[CH:18]=[CH:19][N:6]3[N:5]=2)[CH3:3])[N:25]=[CH:24][N:23]=1. (2) Given the reactants [Cl:1][C:2]1[CH:7]=[CH:6][C:5]([C@H:8]2[N:15]3[C:11]([S:12][C:13]([C:19]([N:21]4[CH2:44][C@H:43]([F:45])[CH2:42][C@H:22]4[C:23]([N:25]4[CH2:32][C:29]5([CH2:31][CH2:30]5)[N:28]([C:33]([O:35][C:36]([CH3:39])([CH3:38])[CH3:37])=[O:34])[CH2:27][C@@H:26]4[CH2:40][OH:41])=[O:24])=[O:20])=[C:14]3[CH:16]([CH3:18])[CH3:17])=[N:10][C@:9]2([C:47]2[CH:48]=[N:49][C:50]([Cl:53])=[CH:51][CH:52]=2)[CH3:46])=[CH:4][C:3]=1[F:54].C(O)(=[O:57])C.C(O)(=O)C.IC1C=CC=CC=1.CC1(C)N([O])C(C)(C)CCC1.S([O-])([O-])(=O)=S.[Na+].[Na+], predict the reaction product. The product is: [C:36]([O:35][C:33]([N:28]1[CH2:27][C@H:26]([C:40]([OH:57])=[O:41])[N:25]([C:23](=[O:24])[C@@H:22]2[CH2:42][C@@H:43]([F:45])[CH2:44][N:21]2[C:19]([C:13]2[S:12][C:11]3=[N:10][C@:9]([C:47]4[CH:48]=[N:49][C:50]([Cl:53])=[CH:51][CH:52]=4)([CH3:46])[C@@H:8]([C:5]4[CH:6]=[CH:7][C:2]([Cl:1])=[C:3]([F:54])[CH:4]=4)[N:15]3[C:14]=2[CH:16]([CH3:17])[CH3:18])=[O:20])[CH2:32][C:29]21[CH2:31][CH2:30]2)=[O:34])([CH3:39])([CH3:37])[CH3:38]. (3) Given the reactants [Cl:1][C:2]1[CH:3]=[C:4](/[CH:9]=[CH:10]/[C:11]([N:13]2[CH2:19][CH2:18][C:17](=[O:20])[NH:16][CH2:15][CH2:14]2)=[O:12])[CH:5]=[CH:6][C:7]=1[Cl:8].CC1(C)[O:26][C@@H:25]([CH2:27][CH2:28]OS(C)(=O)=O)[CH2:24][O:23]1, predict the reaction product. The product is: [Cl:1][C:2]1[CH:3]=[C:4](/[CH:9]=[CH:10]/[C:11]([N:13]2[CH2:19][CH2:18][C:17](=[O:20])[N:16]([CH2:28][CH2:27][C@H:25]([OH:26])[CH2:24][OH:23])[CH2:15][CH2:14]2)=[O:12])[CH:5]=[CH:6][C:7]=1[Cl:8]. (4) Given the reactants [Si]([O:8][CH2:9][C@H:10]1[N:14](C(OC(C)(C)C)=O)[C@@H:13]([C:22]2[C:26]3[N:27]=[CH:28][N:29]=[C:30]([O:31]C)[C:25]=3[NH:24][CH:23]=2)[C@@H:12]2[O:33]C(C)(C)[O:35][C@H:11]12)(C(C)(C)C)(C)C.[ClH:38], predict the reaction product. The product is: [ClH:38].[OH:33][C@@H:12]1[C@H:11]([OH:35])[C@@H:10]([CH2:9][OH:8])[NH:14][C@H:13]1[C:22]1[C:26]2[N:27]=[CH:28][NH:29][C:30](=[O:31])[C:25]=2[NH:24][CH:23]=1. (5) Given the reactants Br[C:2]1[C:3]([NH:9][S:10]([C:13]2[CH:18]=[CH:17][CH:16]=[C:15]([Cl:19])[C:14]=2[Cl:20])(=[O:12])=[O:11])=[N:4][CH:5]=[C:6](Br)[N:7]=1.C[C:22](C)([O-:24])C.[K+].C[N:28]1[CH2:32][CH2:31][CH2:30][C:29]1=[O:33], predict the reaction product. The product is: [Cl:20][C:14]1[C:15]([Cl:19])=[CH:16][CH:17]=[CH:18][C:13]=1[S:10]([NH:9][C:3]1[C:2]([O:24][CH2:22][C:32]2[N:28]=[C:29]([CH3:30])[O:33][CH:31]=2)=[N:7][CH:6]=[CH:5][N:4]=1)(=[O:12])=[O:11]. (6) Given the reactants Br[C:2]1[NH:20][C:5]2[N:6]=[CH:7][N:8]=[C:9]([NH:10][C:11]3[CH:12]=[C:13]4[C:17](=[CH:18][CH:19]=3)[NH:16][N:15]=[CH:14]4)[C:4]=2[CH:3]=1.[CH3:21][C:22]1(C)[C:26](C)(C)OB(C(C)=C)O1.C(=O)([O-])[O-].[K+].[K+], predict the reaction product. The product is: [NH:16]1[C:17]2[C:13](=[CH:12][C:11]([NH:10][C:9]3[C:4]4[CH:3]=[C:2]([C:22]([CH3:26])=[CH2:21])[NH:20][C:5]=4[N:6]=[CH:7][N:8]=3)=[CH:19][CH:18]=2)[CH:14]=[N:15]1. (7) Given the reactants Br[C:2]1[CH:3]=[C:4]([NH:14][C:15](=[O:22])[C:16]2[CH:21]=[CH:20][CH:19]=[N:18][CH:17]=2)[CH:5]=[N:6][C:7]=1[O:8][CH2:9][C:10]([F:13])([F:12])[F:11].[Cl:23][C:24]1[CH:25]=[C:26](B(O)O)[CH:27]=[CH:28][C:29]=1[F:30], predict the reaction product. The product is: [Cl:23][C:24]1[CH:25]=[C:26]([C:2]2[CH:3]=[C:4]([NH:14][C:15](=[O:22])[C:16]3[CH:21]=[CH:20][CH:19]=[N:18][CH:17]=3)[CH:5]=[N:6][C:7]=2[O:8][CH2:9][C:10]([F:13])([F:12])[F:11])[CH:27]=[CH:28][C:29]=1[F:30].